Dataset: Full USPTO retrosynthesis dataset with 1.9M reactions from patents (1976-2016). Task: Predict the reactants needed to synthesize the given product. (1) Given the product [CH3:1][N:2]1[CH:6]([C:7]([OH:9])=[O:8])[CH2:5][N:4]([C:14]2[N:19]=[C:18]([C:20]([F:23])([F:22])[F:21])[CH:17]=[CH:16][N:15]=2)[C:3]1=[O:24], predict the reactants needed to synthesize it. The reactants are: [CH3:1][N:2]1[CH:6]([C:7]([O:9]C(C)(C)C)=[O:8])[CH2:5][N:4]([C:14]2[N:19]=[C:18]([C:20]([F:23])([F:22])[F:21])[CH:17]=[CH:16][N:15]=2)[C:3]1=[O:24]. (2) The reactants are: [N:1]([C:8]([O:10]CC)=[O:9])=[N:1][C:8]([O:10]CC)=[O:9].[C:13]([O:16][CH2:17][CH2:18][O:19][C:20]1[CH:25]=[CH:24][C:23]([C:26]([N:28]2[C:34]3[CH:35]=[CH:36][CH:37]=[CH:38][C:33]=3[CH2:32][N:31](CCO)[C:30](=[O:42])[CH2:29]2)=[O:27])=[C:22]([Cl:43])[CH:21]=1)(=[O:15])[CH3:14].C(OC(N[S:52]([CH3:55])(=[O:54])=[O:53])=O)(C)(C)C.[C:56]1(P(C2C=CC=CC=2)C2C=CC=CC=2)C=CC=C[CH:57]=1.[C:75]1([CH3:81])[CH:80]=CC=C[CH:76]=1. Given the product [C:13]([O:16][CH2:17][CH2:18][O:19][C:20]1[CH:25]=[CH:24][C:23]([C:26]([N:28]2[C:34]3[CH:35]=[CH:36][CH:37]=[CH:38][C:33]=3[CH2:32][N:31]([CH2:56][CH:57]([S:52]([CH3:55])(=[O:53])=[O:54])[NH:1][C:8]([O:10][C:75]([CH3:76])([CH3:80])[CH3:81])=[O:9])[C:30](=[O:42])[CH2:29]2)=[O:27])=[C:22]([Cl:43])[CH:21]=1)(=[O:15])[CH3:14], predict the reactants needed to synthesize it. (3) Given the product [C:12]([O:11][C:9]([N:5]1[CH2:6][CH2:7][CH2:8][CH:2]([NH:23][CH2:16][C:17]2[CH:22]=[CH:21][CH:20]=[CH:19][CH:18]=2)[CH2:3][CH2:4]1)=[O:10])([CH3:15])([CH3:14])[CH3:13], predict the reactants needed to synthesize it. The reactants are: O=[C:2]1[CH2:8][CH2:7][CH2:6][N:5]([C:9]([O:11][C:12]([CH3:15])([CH3:14])[CH3:13])=[O:10])[CH2:4][CH2:3]1.[CH2:16]([NH2:23])[C:17]1[CH:22]=[CH:21][CH:20]=[CH:19][CH:18]=1.C(O[BH-](OC(=O)C)OC(=O)C)(=O)C.[Na+].C(O)(=O)C.C(=O)([O-])[O-].[K+].[K+].[OH-].[Na+].